The task is: Regression/Classification. Given a drug SMILES string, predict its toxicity properties. Task type varies by dataset: regression for continuous values (e.g., LD50, hERG inhibition percentage) or binary classification for toxic/non-toxic outcomes (e.g., AMES mutagenicity, cardiotoxicity, hepatotoxicity). Dataset: herg_karim.. This data is from hERG potassium channel inhibition data for cardiac toxicity prediction from Karim et al.. (1) The compound is O=c1cc(N2CCOCC2)oc2c(-c3cccc4c3sc3ccccc34)cccc12. The result is 0 (non-blocker). (2) The drug is CN[C@H]1CCN(c2ccc(NC(=O)c3ccc(-c4ccccc4)cc3)cn2)C1. The result is 1 (blocker). (3) The drug is N#Cc1ccc(S(=O)(=O)NCCN2CC3CN(CCCOc4ccc(F)c(F)c4)CC(C2)O3)cc1. The result is 0 (non-blocker). (4) The compound is O=C1NCC(c2ccc(F)cc2)C12CCN(C1(c3ccc(F)cc3)CCCCC1)CC2. The result is 1 (blocker). (5) The compound is CC(C)Cc1ccc(C(C)C(=O)NS(C)(=O)=O)cc1. The result is 0 (non-blocker). (6) The drug is COc1cc(-c2cn(Cc3cccc(OC(F)(F)F)c3)nn2)ccc1-n1cnc(C)c1. The result is 1 (blocker). (7) The molecule is O=C(C1CCN(c2cccc(C(F)(F)F)c2)CC1)N1CC[C@H](N[C@H]2CC[C@@](O)(c3ccc(-c4ncccn4)cn3)CC2)C1. The result is 1 (blocker).